Dataset: Reaction yield outcomes from USPTO patents with 853,638 reactions. Task: Predict the reaction yield, written as a fraction of the theoretical maximum amount of product (1.0 means a 100% yield; for example, 0.34 means a 34% yield). (1) The yield is 0.400. The reactants are [ClH:1].CN(C)CCCN=C=NCC.ON1C2C=CC=CC=2N=N1.[CH3:23][N:24]1[C:30](=[O:31])[C:29]([CH3:33])([CH3:32])[C:28](=[O:34])[N:27]([CH3:35])[C:26]2[CH:36]=[C:37]([O:40][CH2:41][CH2:42][CH2:43][N:44]([CH2:52][CH2:53][NH:54][CH3:55])[CH2:45][C:46]3[CH:51]=[CH:50][N:49]=[CH:48][CH:47]=3)[CH:38]=[CH:39][C:25]1=2.[C:56](O)(=[O:63])[C:57]1[CH:62]=[CH:61][CH:60]=[CH:59][CH:58]=1. The catalyst is C(OCC)(=O)C.O.CN(C=O)C. The product is [ClH:1].[ClH:1].[CH3:55][N:54]([CH2:53][CH2:52][N:44]([CH2:45][C:46]1[CH:47]=[CH:48][N:49]=[CH:50][CH:51]=1)[CH2:43][CH2:42][CH2:41][O:40][C:37]1[CH:38]=[CH:39][C:25]2[N:24]([CH3:23])[C:30](=[O:31])[C:29]([CH3:32])([CH3:33])[C:28](=[O:34])[N:27]([CH3:35])[C:26]=2[CH:36]=1)[C:56](=[O:63])[C:57]1[CH:62]=[CH:61][CH:60]=[CH:59][CH:58]=1. (2) The reactants are [OH:1][C:2]1[CH:3]=[C:4]([CH:9]=[CH:10][CH:11]=1)[C:5]([O:7][CH3:8])=[O:6].C([O-])([O-])=O.[K+].[K+].Cl[CH2:19][CH2:20][N:21]([CH3:23])[CH3:22]. The catalyst is CC#N. The product is [CH3:22][N:21]([CH3:23])[CH2:20][CH2:19][O:1][C:2]1[CH:3]=[C:4]([CH:9]=[CH:10][CH:11]=1)[C:5]([O:7][CH3:8])=[O:6]. The yield is 0.980. (3) The reactants are O[Li].O.C([O:6][C:7](=[O:28])[CH2:8][C:9](=[O:27])[N:10]1[CH2:15][CH2:14][N:13]([C:16](=[O:26])[C:17]2[CH:22]=[C:21]([F:23])[C:20]([F:24])=[C:19]([F:25])[CH:18]=2)[CH2:12][CH2:11]1)C.C1COCC1.O. The catalyst is CO. The product is [O:27]=[C:9]([N:10]1[CH2:15][CH2:14][N:13]([C:16](=[O:26])[C:17]2[CH:22]=[C:21]([F:23])[C:20]([F:24])=[C:19]([F:25])[CH:18]=2)[CH2:12][CH2:11]1)[CH2:8][C:7]([OH:28])=[O:6]. The yield is 0.620.